Dataset: NCI-60 drug combinations with 297,098 pairs across 59 cell lines. Task: Regression. Given two drug SMILES strings and cell line genomic features, predict the synergy score measuring deviation from expected non-interaction effect. (1) Synergy scores: CSS=55.0, Synergy_ZIP=0.681, Synergy_Bliss=0.993, Synergy_Loewe=-19.0, Synergy_HSA=1.10. Drug 1: CC1=C(C(=CC=C1)Cl)NC(=O)C2=CN=C(S2)NC3=CC(=NC(=N3)C)N4CCN(CC4)CCO. Cell line: MOLT-4. Drug 2: CCC1(C2=C(COC1=O)C(=O)N3CC4=CC5=C(C=CC(=C5CN(C)C)O)N=C4C3=C2)O.Cl. (2) Drug 1: CC1=C(C(CCC1)(C)C)C=CC(=CC=CC(=CC(=O)O)C)C. Drug 2: C1C(C(OC1N2C=NC(=NC2=O)N)CO)O. Cell line: UACC62. Synergy scores: CSS=9.41, Synergy_ZIP=-3.03, Synergy_Bliss=1.08, Synergy_Loewe=1.59, Synergy_HSA=2.01. (3) Drug 2: CCC1=C2CN3C(=CC4=C(C3=O)COC(=O)C4(CC)O)C2=NC5=C1C=C(C=C5)O. Synergy scores: CSS=20.8, Synergy_ZIP=-5.37, Synergy_Bliss=-1.66, Synergy_Loewe=-90.8, Synergy_HSA=-1.68. Drug 1: CCCCCOC(=O)NC1=NC(=O)N(C=C1F)C2C(C(C(O2)C)O)O. Cell line: A498. (4) Drug 1: C1CCC(CC1)NC(=O)N(CCCl)N=O. Drug 2: CN(CC1=CN=C2C(=N1)C(=NC(=N2)N)N)C3=CC=C(C=C3)C(=O)NC(CCC(=O)O)C(=O)O. Cell line: U251. Synergy scores: CSS=24.0, Synergy_ZIP=-8.31, Synergy_Bliss=-4.25, Synergy_Loewe=-20.4, Synergy_HSA=-2.13. (5) Drug 1: CN(CCCl)CCCl.Cl. Drug 2: C1C(C(OC1N2C=NC(=NC2=O)N)CO)O. Cell line: HCT-15. Synergy scores: CSS=16.0, Synergy_ZIP=-7.66, Synergy_Bliss=-3.90, Synergy_Loewe=-3.44, Synergy_HSA=-3.28. (6) Drug 1: CC1OCC2C(O1)C(C(C(O2)OC3C4COC(=O)C4C(C5=CC6=C(C=C35)OCO6)C7=CC(=C(C(=C7)OC)O)OC)O)O. Drug 2: CC1=C2C(C(=O)C3(C(CC4C(C3C(C(C2(C)C)(CC1OC(=O)C(C(C5=CC=CC=C5)NC(=O)OC(C)(C)C)O)O)OC(=O)C6=CC=CC=C6)(CO4)OC(=O)C)O)C)O. Cell line: SN12C. Synergy scores: CSS=44.3, Synergy_ZIP=-14.7, Synergy_Bliss=-11.4, Synergy_Loewe=-9.04, Synergy_HSA=-5.47. (7) Drug 1: CC1=CC2C(CCC3(C2CCC3(C(=O)C)OC(=O)C)C)C4(C1=CC(=O)CC4)C. Drug 2: C1CN1P(=S)(N2CC2)N3CC3. Cell line: NCI-H460. Synergy scores: CSS=20.9, Synergy_ZIP=-13.7, Synergy_Bliss=-7.26, Synergy_Loewe=-41.1, Synergy_HSA=-7.34.